Dataset: Full USPTO retrosynthesis dataset with 1.9M reactions from patents (1976-2016). Task: Predict the reactants needed to synthesize the given product. (1) Given the product [CH:21]1([C:19]([NH:18][C:16]2[N:17]=[C:12]3[CH:11]=[CH:10][C:9]([O:8][C:5]4[CH:4]=[CH:3][C:2]([NH:1][C:38]([C:28]5[C:29](=[O:37])[N:30]([C:31]6[CH:36]=[CH:35][CH:34]=[CH:33][CH:32]=6)[C:25]([CH3:24])=[CH:26][CH:27]=5)=[O:39])=[N:7][CH:6]=4)=[CH:14][N:13]3[CH:15]=2)=[O:20])[CH2:22][CH2:23]1, predict the reactants needed to synthesize it. The reactants are: [NH2:1][C:2]1[N:7]=[CH:6][C:5]([O:8][C:9]2[CH:10]=[CH:11][C:12]3[N:13]([CH:15]=[C:16]([NH:18][C:19]([CH:21]4[CH2:23][CH2:22]4)=[O:20])[N:17]=3)[CH:14]=2)=[CH:4][CH:3]=1.[CH3:24][C:25]1[N:30]([C:31]2[CH:36]=[CH:35][CH:34]=[CH:33][CH:32]=2)[C:29](=[O:37])[C:28]([C:38](O)=[O:39])=[CH:27][CH:26]=1.C(N(CC)C(C)C)(C)C.CN(C(ON1N=NC2C=CC=NC1=2)=[N+](C)C)C.F[P-](F)(F)(F)(F)F.C(=O)([O-])O.[Na+]. (2) Given the product [C:12]([O:16][C:17](=[O:25])[N:18]([CH2:22][CH2:23][O:24][C:2]1[CH:3]=[CH:4][C:5]([N+:9]([O-:11])=[O:10])=[C:6]([CH3:8])[N:7]=1)[CH2:19][CH2:20][CH3:21])([CH3:13])([CH3:14])[CH3:15], predict the reactants needed to synthesize it. The reactants are: Cl[C:2]1[N:7]=[C:6]([CH3:8])[C:5]([N+:9]([O-:11])=[O:10])=[CH:4][CH:3]=1.[C:12]([O:16][C:17](=[O:25])[N:18]([CH2:22][CH2:23][OH:24])[CH2:19][CH2:20][CH3:21])([CH3:15])([CH3:14])[CH3:13].[H-].[Li+]. (3) Given the product [CH:11]([C:2]1[CH:10]=[C:9]2[C:5]([CH:6]=[N:7][NH:8]2)=[CH:4][CH:3]=1)=[CH2:12], predict the reactants needed to synthesize it. The reactants are: Br[C:2]1[CH:10]=[C:9]2[C:5]([CH:6]=[N:7][NH:8]2)=[CH:4][CH:3]=1.[CH2:11]([Sn](CCCC)(CCCC)C=C)[CH2:12]CC. (4) Given the product [ClH:31].[CH3:1][O:2][C:3](=[O:30])[NH:4][C:5]1[S:6][C:7]2[C:13]([C:14]3[N:15]=[C:16]([CH2:19][NH2:20])[S:17][CH:18]=3)=[CH:12][CH:11]=[C:10]([O:28][CH3:29])[C:8]=2[N:9]=1, predict the reactants needed to synthesize it. The reactants are: [CH3:1][O:2][C:3](=[O:30])[NH:4][C:5]1[S:6][C:7]2[C:13]([C:14]3[N:15]=[C:16]([CH2:19][NH:20]C(OC(C)(C)C)=O)[S:17][CH:18]=3)=[CH:12][CH:11]=[C:10]([O:28][CH3:29])[C:8]=2[N:9]=1.[ClH:31].CO.